Predict the product of the given reaction. From a dataset of Forward reaction prediction with 1.9M reactions from USPTO patents (1976-2016). (1) Given the reactants [CH:1]([N:4]1[C:8]([C:9]2[CH:14]=[CH:13][N:12]=[C:11]([NH:15][C:16]3[CH:23]=[CH:22][C:19]([C:20]#[N:21])=[CH:18][CH:17]=3)[N:10]=2)=[CH:7][N:6]=[C:5]1[CH3:24])([CH3:3])[CH3:2].CC[OH:27].O.[OH-].[K+], predict the reaction product. The product is: [CH:1]([N:4]1[C:8]([C:9]2[CH:14]=[CH:13][N:12]=[C:11]([NH:15][C:16]3[CH:23]=[CH:22][C:19]([C:20]([NH2:21])=[O:27])=[CH:18][CH:17]=3)[N:10]=2)=[CH:7][N:6]=[C:5]1[CH3:24])([CH3:3])[CH3:2]. (2) The product is: [Cl:1][C:2]1[CH:10]=[CH:9][CH:8]=[C:7]2[C:3]=1[C:4]([C:14]([O:16][CH3:17])=[O:15])=[CH:5][N:6]2[CH2:11][CH2:12][OH:13]. Given the reactants [Cl:1][C:2]1[CH:10]=[CH:9][CH:8]=[C:7]2[C:3]=1[C:4]([C:14]([OH:16])=[O:15])=[CH:5][N:6]2[CH2:11][CH2:12][OH:13].[C:17](=O)([O-])[O-].[K+].[K+].IC, predict the reaction product. (3) The product is: [C:1]1([S:7]([N:10]2[C:18]3[C:13](=[CH:14][C:15]([S:34]([CH3:38])(=[O:36])=[O:33])=[CH:16][CH:17]=3)[CH:12]=[C:11]2[CH2:21][C:22]2[O:26][C:25]([C:27]([O:29][CH2:30][CH3:31])=[O:28])=[CH:24][CH:23]=2)(=[O:8])=[O:43])[CH:2]=[CH:3][CH:4]=[CH:5][CH:6]=1. Given the reactants [C:1]1([S:7]([N:10]2[C:18]3[C:13](=[CH:14][C:15](SC)=[CH:16][CH:17]=3)[CH:12]=[C:11]2[CH2:21][C:22]2[O:26][C:25]([C:27]([O:29][CH2:30][CH3:31])=[O:28])=[CH:24][CH:23]=2)(=O)=[O:8])[CH:6]=[CH:5][CH:4]=[CH:3][CH:2]=1.O[O:33][S:34]([O-:36])=O.[K+].[C:38](=O)([O-])O.[Na+].[OH2:43], predict the reaction product. (4) The product is: [OH:3][CH2:4][CH2:6][O:7][C:8]1[CH:9]=[CH:10][C:11]([C:14]2[CH:19]=[CH:18][C:17]([C:20]([O:22][CH2:23][CH3:24])=[O:21])=[CH:16][CH:15]=2)=[CH:12][CH:13]=1. Given the reactants C([O:3][C:4]([CH2:6][O:7][C:8]1[CH:13]=[CH:12][C:11]([C:14]2[CH:19]=[CH:18][C:17]([C:20]([O:22][CH2:23][CH3:24])=[O:21])=[CH:16][CH:15]=2)=[CH:10][CH:9]=1)=O)C.[BH4-].[Na+].O1CCCC1.C(O)C, predict the reaction product. (5) The product is: [C:23]([C:25]1[CH:26]=[C:27]([S:31]([N:12]2[C:8]([C:7]3[C:2]([F:1])=[N:3][CH:4]=[CH:5][CH:6]=3)=[CH:9][C:10]([CH2:13][N:14]([CH3:22])[C:15](=[O:21])[O:16][C:17]([CH3:18])([CH3:19])[CH3:20])=[CH:11]2)(=[O:33])=[O:32])[CH:28]=[CH:29][CH:30]=1)#[N:24]. Given the reactants [F:1][C:2]1[C:7]([C:8]2[NH:12][CH:11]=[C:10]([CH2:13][N:14]([CH3:22])[C:15](=[O:21])[O:16][C:17]([CH3:20])([CH3:19])[CH3:18])[CH:9]=2)=[CH:6][CH:5]=[CH:4][N:3]=1.[C:23]([C:25]1[CH:26]=[C:27]([S:31](Cl)(=[O:33])=[O:32])[CH:28]=[CH:29][CH:30]=1)#[N:24], predict the reaction product. (6) Given the reactants [N:1]1([C:6]2[CH:7]=[CH:8][C:9]([O:12]CC3C=CC(OC)=CC=3)=[N:10][CH:11]=2)[CH:5]=[CH:4][N:3]=[N:2]1.FC(F)(F)C(O)=O, predict the reaction product. The product is: [N:1]1([C:6]2[CH:7]=[CH:8][C:9]([OH:12])=[N:10][CH:11]=2)[CH:5]=[CH:4][N:3]=[N:2]1. (7) Given the reactants [CH3:1][S:2]([C:5]1[CH:10]=[CH:9][CH:8]=[CH:7][CH:6]=1)(=[O:4])=[O:3].[Li]CCCC.P(Cl)(OCC)(OCC)=O.[O:25]1[CH2:28][C:27](=O)[CH2:26]1, predict the reaction product. The product is: [C:5]1([S:2]([CH:1]=[C:27]2[CH2:28][O:25][CH2:26]2)(=[O:4])=[O:3])[CH:10]=[CH:9][CH:8]=[CH:7][CH:6]=1.